From a dataset of Catalyst prediction with 721,799 reactions and 888 catalyst types from USPTO. Predict which catalyst facilitates the given reaction. (1) Product: [CH3:17][O:16][N:15]([CH3:14])[C:10]([C:8]1[CH:7]=[N:6][N:5]([C:1]([CH3:4])([CH3:3])[CH3:2])[CH:9]=1)=[O:12]. Reactant: [C:1]([N:5]1[CH:9]=[C:8]([C:10]([OH:12])=O)[CH:7]=[N:6]1)([CH3:4])([CH3:3])[CH3:2].Cl.[CH3:14][NH:15][O:16][CH3:17].Cl.CN(C)CCCN=C=NCC.OS1C2C=CC=CC=2N=C1.C(N(CC)CC)C. The catalyst class is: 4. (2) Reactant: [Br:1][C:2]1[N:7]=[CH:6][C:5]([NH:8][CH3:9])=[C:4]([NH2:10])[CH:3]=1.[F:11][C:12]1[CH:17]=[CH:16][CH:15]=[CH:14][C:13]=1[CH2:18][C:19]([OH:21])=O.C1C=NC2N(O)N=NC=2C=1.CCN=C=NCCCN(C)C. Product: [NH2:10][C:4]1[CH:3]=[C:2]([Br:1])[N:7]=[CH:6][C:5]=1[N:8]([CH3:9])[C:19](=[O:21])[CH2:18][C:13]1[CH:14]=[CH:15][CH:16]=[CH:17][C:12]=1[F:11]. The catalyst class is: 34.